This data is from HIV replication inhibition screening data with 41,000+ compounds from the AIDS Antiviral Screen. The task is: Binary Classification. Given a drug SMILES string, predict its activity (active/inactive) in a high-throughput screening assay against a specified biological target. (1) The molecule is CCOC(=O)C(CC)c1cc2n(c(=O)c1C#N)CCC21OCCO1. The result is 0 (inactive). (2) The result is 0 (inactive). The drug is Oc1nnc(O)c2c1nc(SCc1ccc(Br)cc1)n2Cc1ccccc1. (3) The compound is CCOP(=O)(CN1CCNCCNCC1)OCC. The result is 0 (inactive). (4) The drug is CC(C)(C)C(=O)N1C(C(=O)O)Cc2ccccc2C1Cc1ccccc1. The result is 0 (inactive). (5) The drug is COc1cc(C(=O)CC2OC(=O)C(Cl)=C2Cl)ccc1Cl. The result is 0 (inactive). (6) The drug is S=C(Oc1ccccc1)SSC(=S)Oc1ccccc1. The result is 0 (inactive). (7) The result is 0 (inactive). The compound is COc1ccccc1-c1cc(B(O)O)ccc1OC. (8) The compound is OC1(CN2CCCCC2)N=C(c2ccccc2)c2ccsc2-n2cccc21. The result is 0 (inactive). (9) The molecule is CC(=O)Nc1c(Nc2ccc3c(O)nccc3c2C)ccnc1O. The result is 0 (inactive). (10) The result is 0 (inactive). The compound is OCCN(CC(O)C(O)CN(CCO)C(=S)S)C(=S)S.